From a dataset of Full USPTO retrosynthesis dataset with 1.9M reactions from patents (1976-2016). Predict the reactants needed to synthesize the given product. (1) Given the product [N:1]1([CH:7]2[CH2:12][CH2:11][N:10]([C:13]3[O:14][C:15]4[CH:21]=[CH:20][C:19]([C:22]([NH:28][CH2:26][CH3:27])=[O:23])=[CH:18][C:16]=4[N:17]=3)[CH2:9][CH2:8]2)[CH2:6][CH2:5][CH2:4][CH2:3][CH2:2]1, predict the reactants needed to synthesize it. The reactants are: [N:1]1([CH:7]2[CH2:12][CH2:11][N:10]([C:13]3[O:14][C:15]4[CH:21]=[CH:20][C:19]([C:22](O)=[O:23])=[CH:18][C:16]=4[N:17]=3)[CH2:9][CH2:8]2)[CH2:6][CH2:5][CH2:4][CH2:3][CH2:2]1.Cl.[CH2:26]([NH2:28])[CH3:27].F[P-](F)(F)(F)(F)F.N1(OC(N(C)C)=[N+](C)C)C2N=CC=CC=2N=N1.C(N(CC)CC)C. (2) Given the product [NH:13]1[C:14]2[CH:19]=[CH:18][CH:17]=[CH:16][C:15]=2[N:11]=[C:12]1[C@H:8]([NH:9][C:10]([NH:27][C@@H:26]([C:28]1[CH:33]=[CH:32][CH:31]=[CH:30][CH:29]=1)[CH2:25][O:24][CH3:23])=[O:20])[CH2:7][C:6]1[CH:5]=[CH:4][C:3]([O:2][CH3:1])=[CH:22][CH:21]=1, predict the reactants needed to synthesize it. The reactants are: [CH3:1][O:2][C:3]1[CH:22]=[CH:21][C:6]([CH2:7][C@@H:8]2[C:12]3=[N:13][C:14]4[CH:19]=[CH:18][CH:17]=[CH:16][C:15]=4[N:11]3[C:10](=[O:20])[NH:9]2)=[CH:5][CH:4]=1.[CH3:23][O:24][CH2:25][C@H:26]([C:28]1[CH:33]=[CH:32][CH:31]=[CH:30][CH:29]=1)[NH2:27].C(O)(C(F)(F)F)=O.